This data is from Full USPTO retrosynthesis dataset with 1.9M reactions from patents (1976-2016). The task is: Predict the reactants needed to synthesize the given product. (1) Given the product [N+:1]([C:4]1[CH:5]=[C:6]2[C:11](=[CH:12][CH:13]=1)[N:10]=[C:9]([C:14]1[CH:22]=[CH:21][C:17]3[O:18][CH2:19][CH2:23][O:20][C:16]=3[CH:15]=1)[N:8]=[CH:7]2)([O-:3])=[O:2], predict the reactants needed to synthesize it. The reactants are: [N+:1]([C:4]1[CH:5]=[C:6]2[C:11](=[CH:12][CH:13]=1)[N:10]=[C:9]([C:14]1[CH:22]=[CH:21][C:17]3[O:18][CH2:19][O:20][C:16]=3[CH:15]=1)[N:8]=[CH:7]2)([O-:3])=[O:2].[CH3:23]COC(C)=O. (2) Given the product [C:26]1([S:32]([C:2]2[CH:10]=[CH:9][C:8]3[N:7]([CH3:11])[C:6]4[CH2:12][CH:13]5[NH:17][CH:16]([C:5]=4[C:4]=3[C:3]=2[C:18]([O:20][C:21]([CH3:24])([CH3:23])[CH3:22])=[O:19])[CH2:15][CH2:14]5)(=[O:34])=[O:33])[CH:31]=[CH:30][CH:29]=[CH:28][CH:27]=1, predict the reactants needed to synthesize it. The reactants are: Br[C:2]1[CH:10]=[CH:9][C:8]2[N:7]([CH3:11])[C:6]3[CH2:12][CH:13]4[NH:17][CH:16]([C:5]=3[C:4]=2[C:3]=1[C:18]([O:20][C:21]([CH3:24])([CH3:23])[CH3:22])=[O:19])[CH2:15][CH2:14]4.[Na+].[C:26]1([S:32]([O-:34])=[O:33])[CH:31]=[CH:30][CH:29]=[CH:28][CH:27]=1.C(=O)([O-])[O-].[Cs+].[Cs+]. (3) Given the product [CH3:22][O:23][C:24]1[CH:25]=[C:26]2[C:31](=[CH:32][C:33]=1[O:34][CH3:35])[C@H:30]([CH2:36][CH2:37][C:38]1[CH:43]=[C:42]([C:44]([F:47])([F:46])[F:45])[CH:41]=[CH:40][C:39]=1[CH3:48])[N:29]([C@H:4]([C:5]1[CH:6]=[CH:7][CH:8]=[CH:9][CH:10]=1)[C:1]([NH2:2])=[O:3])[CH2:28][CH2:27]2, predict the reactants needed to synthesize it. The reactants are: [C:1]([CH:4](OS(C1C=CC(C)=CC=1)(=O)=O)[C:5]1[CH:10]=[CH:9][CH:8]=[CH:7][CH:6]=1)(=[O:3])[NH2:2].[CH3:22][O:23][C:24]1[CH:25]=[C:26]2[C:31](=[CH:32][C:33]=1[O:34][CH3:35])[C@H:30]([CH2:36][CH2:37][C:38]1[CH:43]=[C:42]([C:44]([F:47])([F:46])[F:45])[CH:41]=[CH:40][C:39]=1[CH3:48])[NH:29][CH2:28][CH2:27]2. (4) The reactants are: [NH:1]1[CH2:6][CH2:5][C:4](=[O:7])[CH2:3][CH2:2]1.O[C:9]1[CH:17]=[CH:16][C:15]([O:18][CH3:19])=[CH:14][C:10]=1[C:11]([NH2:13])=[O:12].N1CCOCC1. Given the product [CH3:19][O:18][C:15]1[CH:16]=[CH:17][C:9]2[O:7][C:4]3([CH2:5][CH2:6][NH:1][CH2:2][CH2:3]3)[NH:13][C:11](=[O:12])[C:10]=2[CH:14]=1, predict the reactants needed to synthesize it. (5) Given the product [CH2:28]([N:25]1[CH2:24][CH2:23][N:22]([C:19]2[CH:18]=[CH:17][C:16]([NH:15]/[CH:14]=[C:5]3\[C:6](=[O:13])[NH:7][C:8](=[O:12])[C:9]4[C:4]\3=[CH:3][C:2]([I:1])=[CH:11][CH:10]=4)=[CH:21][CH:20]=2)[CH2:27][CH2:26]1)[CH3:29], predict the reactants needed to synthesize it. The reactants are: [I:1][C:2]1[CH:3]=[C:4]2[C:9](=[CH:10][CH:11]=1)[C:8](=[O:12])[NH:7][C:6](=[O:13])/[C:5]/2=[CH:14]\[NH:15][C:16]1[CH:21]=[CH:20][C:19]([N:22]2[CH2:27][CH2:26][NH:25][CH2:24][CH2:23]2)=[CH:18][CH:17]=1.[C:28](O[BH-](OC(=O)C)OC(=O)C)(=O)[CH3:29].[Na+].C(=O)C.C(O)(=O)C.C(=O)(O)[O-].[Na+]. (6) Given the product [C:49]([O:53][C:54](=[O:57])[CH2:55][NH:56][C:17]([C:16]1[N:12]2[C@:11]([CH3:32])([CH2:20][C:21]3[CH:26]=[CH:25][C:24]([O:27][C:28]([F:29])([F:31])[F:30])=[CH:23][CH:22]=3)[C:10](=[O:33])[N:9]([C:4]3[CH:5]=[C:6]([Cl:8])[CH:7]=[C:2]([Cl:1])[CH:3]=3)[C:13]2=[N:14][CH:15]=1)=[O:18])([CH3:52])([CH3:51])[CH3:50], predict the reactants needed to synthesize it. The reactants are: [Cl:1][C:2]1[CH:3]=[C:4]([N:9]2[C:13]3=[N:14][CH:15]=[C:16]([C:17](O)=[O:18])[N:12]3[C@:11]([CH3:32])([CH2:20][C:21]3[CH:26]=[CH:25][C:24]([O:27][C:28]([F:31])([F:30])[F:29])=[CH:23][CH:22]=3)[C:10]2=[O:33])[CH:5]=[C:6]([Cl:8])[CH:7]=1.C(Cl)(=O)C(Cl)=O.C(N(C(C)C)CC)(C)C.[C:49]([O:53][C:54](=[O:57])[CH2:55][NH2:56])([CH3:52])([CH3:51])[CH3:50]. (7) Given the product [F:74][C:73]([F:76])([F:75])[C:71]([OH:77])=[O:72].[NH:4]1[CH:8]=[C:7]([C:9]2[CH:10]=[C:11]([CH:57]=[CH:58][CH:59]=2)[CH2:12][CH2:13][O:14][CH2:15][CH2:16][C:17]([N:19]([CH:20]2[CH2:25][CH2:24][CH2:23][CH2:22][CH2:21]2)[CH2:26][CH2:27][NH:28][CH2:36][CH2:37][C:38]2[C:43]3[O:44][CH2:45][C:46](=[O:48])[NH:47][C:42]=3[C:41]([OH:49])=[CH:40][CH:39]=2)=[O:18])[N:6]=[N:5]1, predict the reactants needed to synthesize it. The reactants are: C([N:4]1[CH:8]=[C:7]([C:9]2[CH:10]=[C:11]([CH:57]=[CH:58][CH:59]=2)[CH2:12][CH2:13][O:14][CH2:15][CH2:16][C:17]([N:19]([CH2:26][CH2:27][N:28]([CH2:36][CH2:37][C:38]2[C:43]3[O:44][CH2:45][C:46](=[O:48])[NH:47][C:42]=3[C:41]([O:49]C(OC(C)(C)C)=O)=[CH:40][CH:39]=2)C(=O)OC(C)(C)C)[CH:20]2[CH2:25][CH2:24][CH2:23][CH2:22][CH2:21]2)=[O:18])[N:6]=[N:5]1)C=C.CN1C(=O)CC(=O)N(C)C1=O.[C:71]([OH:77])([C:73]([F:76])([F:75])[F:74])=[O:72]. (8) Given the product [C:9]([C:8]1[CH:11]=[C:4]([N+:1]([O-:3])=[O:2])[CH:5]=[CH:6][C:7]=1/[N:12]=[CH:15]/[N:16]([CH3:18])[CH3:17])#[N:10], predict the reactants needed to synthesize it. The reactants are: [N+:1]([C:4]1[CH:11]=[C:8]([C:9]#[N:10])[C:7]([NH2:12])=[CH:6][CH:5]=1)([O-:3])=[O:2].CO[CH:15](OC)[N:16]([CH3:18])[CH3:17].